From a dataset of Reaction yield outcomes from USPTO patents with 853,638 reactions. Predict the reaction yield, written as a fraction of the theoretical maximum amount of product (1.0 means a 100% yield; for example, 0.34 means a 34% yield). The reactants are [Cl:1][C:2]1[CH:3]=[CH:4][C:5]2[N:6]=[CH:7][N:8]=[C:9](OC3CCOCC3)[C:10]=2[N:11]=1.[CH:19]1([NH2:24])[CH2:23][CH2:22][CH2:21][CH2:20]1.CC(C)([O-])C.[Na+]. The catalyst is O1CCOCC1. The product is [Cl:1][C:2]1[CH:3]=[CH:4][C:5]2[N:6]=[CH:7][N:8]=[C:9]([NH:24][CH:19]3[CH2:23][CH2:22][CH2:21][CH2:20]3)[C:10]=2[N:11]=1. The yield is 0.350.